Predict which catalyst facilitates the given reaction. From a dataset of Catalyst prediction with 721,799 reactions and 888 catalyst types from USPTO. (1) Reactant: [C:1]([O:5][C:6]([N:8]1[CH2:13][CH2:12][N:11]([C:14]2[CH:15]=[C:16]([C:27]3[CH:32]=[CH:31][C:30]([Cl:33])=[C:29]([Cl:34])[CH:28]=3)[C:17]([C:23]([F:26])([F:25])[F:24])=[CH:18][C:19]=2[N+:20]([O-])=O)[CH2:10][CH2:9]1)=[O:7])([CH3:4])([CH3:3])[CH3:2]. Product: [C:1]([O:5][C:6]([N:8]1[CH2:9][CH2:10][N:11]([C:14]2[CH:15]=[C:16]([C:27]3[CH:32]=[CH:31][C:30]([Cl:33])=[C:29]([Cl:34])[CH:28]=3)[C:17]([C:23]([F:24])([F:26])[F:25])=[CH:18][C:19]=2[NH2:20])[CH2:12][CH2:13]1)=[O:7])([CH3:4])([CH3:2])[CH3:3]. The catalyst class is: 5. (2) Reactant: [NH2:1][C:2]1[C:3]([C:16]([O:18][CH2:19][CH3:20])=[O:17])=[N:4][CH:5]=[C:6]([CH2:8][C:9]2[CH:14]=[CH:13][C:12]([F:15])=[CH:11][CH:10]=2)[CH:7]=1.F[C:22](F)(F)C(OC(=O)C(F)(F)F)=O.CI. Product: [F:15][C:12]1[CH:11]=[CH:10][C:9]([CH2:8][C:6]2[CH:7]=[C:2]([NH:1][CH3:22])[C:3]([C:16]([O:18][CH2:19][CH3:20])=[O:17])=[N:4][CH:5]=2)=[CH:14][CH:13]=1. The catalyst class is: 5.